Task: Predict the reaction yield, written as a fraction of the theoretical maximum amount of product (1.0 means a 100% yield; for example, 0.34 means a 34% yield).. Dataset: Reaction yield outcomes from USPTO patents with 853,638 reactions (1) The yield is 0.810. The reactants are [NH2:1][C:2]1[CH:7]=[CH:6][C:5]([CH2:8][CH2:9][C:10]([NH2:12])=[O:11])=[CH:4][CH:3]=1.[Br:13]N1C(=O)CCC1=O. The catalyst is C(Cl)Cl.CC#N.[Cl-].[Na+].O. The product is [NH2:1][C:2]1[CH:3]=[CH:4][C:5]([CH2:8][CH2:9][C:10]([NH2:12])=[O:11])=[CH:6][C:7]=1[Br:13]. (2) The reactants are CCN(C(C)C)C(C)C.[Br:10][C:11]1[CH:20]=[N:19][C:18]2[N:17]=[C:16](O)[N:15]3[N:22]=[CH:23][CH:24]=[C:14]3[C:13]=2[CH:12]=1.O=P(Cl)(Cl)Cl.Cl.[NH:31]1[CH2:34][CH:33]([N:35]([CH3:43])[C:36](=[O:42])[O:37][C:38]([CH3:41])([CH3:40])[CH3:39])[CH2:32]1. No catalyst specified. The product is [Br:10][C:11]1[CH:20]=[N:19][C:18]2[N:17]=[C:16]([N:31]3[CH2:34][CH:33]([N:35]([CH3:43])[C:36](=[O:42])[O:37][C:38]([CH3:39])([CH3:40])[CH3:41])[CH2:32]3)[N:15]3[N:22]=[CH:23][CH:24]=[C:14]3[C:13]=2[CH:12]=1. The yield is 0.620. (3) The reactants are Cl[C:2]1[C:7]2[CH:8]=[CH:9][O:10][C:6]=2[CH:5]=[CH:4][N:3]=1.CC(C)([O-])C.[Na+].C(=[NH:30])(C1C=CC=CC=1)C1C=CC=CC=1.NO. The catalyst is C1(C)C=CC=CC=1.CCOCC.C1C=CC(/C=C/C(/C=C/C2C=CC=CC=2)=O)=CC=1.C1C=CC(/C=C/C(/C=C/C2C=CC=CC=2)=O)=CC=1.C1C=CC(/C=C/C(/C=C/C2C=CC=CC=2)=O)=CC=1.[Pd].[Pd].C1C=CC(P(C2C(C3C(P(C4C=CC=CC=4)C4C=CC=CC=4)=CC=C4C=3C=CC=C4)=C3C(C=CC=C3)=CC=2)C2C=CC=CC=2)=CC=1. The product is [O:10]1[C:6]2[CH:5]=[CH:4][N:3]=[C:2]([NH2:30])[C:7]=2[CH:8]=[CH:9]1. The yield is 0.890.